This data is from Reaction yield outcomes from USPTO patents with 853,638 reactions. The task is: Predict the reaction yield, written as a fraction of the theoretical maximum amount of product (1.0 means a 100% yield; for example, 0.34 means a 34% yield). (1) The reactants are [O:1]=[C:2]1[CH:7]=[C:6]([O:8][CH2:9][C:10]2[CH:15]=[CH:14][CH:13]=[C:12]([C:16]([F:19])([F:18])[F:17])[N:11]=2)[CH:5]=[CH:4][N:3]1[C:20]1[CH:25]=[CH:24][C:23]2[C:26]3[CH2:27][N:28](C(OC(C)(C)C)=O)[CH2:29][CH2:30][C:31]=3[O:32][C:22]=2[CH:21]=1.[ClH:40]. No catalyst specified. The product is [ClH:40].[CH2:27]1[C:26]2[C:23]3[CH:24]=[CH:25][C:20]([N:3]4[CH:4]=[CH:5][C:6]([O:8][CH2:9][C:10]5[CH:15]=[CH:14][CH:13]=[C:12]([C:16]([F:17])([F:18])[F:19])[N:11]=5)=[CH:7][C:2]4=[O:1])=[CH:21][C:22]=3[O:32][C:31]=2[CH2:30][CH2:29][NH:28]1. The yield is 0.800. (2) The reactants are C([O:8][C:9]1[CH:14]=[CH:13][C:12]([C:15](=[O:22])[CH2:16][C:17](OCC)=O)=[CH:11][C:10]=1[CH3:23])C1C=CC=CC=1.ClC[C:26]1[S:30][C:29]([C:31]2[CH:36]=[CH:35][C:34]([C:37]([F:40])([F:39])[F:38])=[CH:33][CH:32]=2)=[N:28][C:27]=1[CH:41]([CH3:43])[CH3:42]. The catalyst is C1COCC1. The product is [OH:8][C:9]1[CH:14]=[CH:13][C:12]([C:15](=[O:22])[CH2:16][CH2:17][C:26]2[S:30][C:29]([C:31]3[CH:32]=[CH:33][C:34]([C:37]([F:40])([F:39])[F:38])=[CH:35][CH:36]=3)=[N:28][C:27]=2[CH:41]([CH3:43])[CH3:42])=[CH:11][C:10]=1[CH3:23]. The yield is 0.887. (3) The reactants are [NH2:1][C:2]1[CH:7]=[CH:6][C:5]([C:8]2[CH:13]=[CH:12][C:11]([NH:14][C:15]([C:17]3[N:18]([CH2:24][O:25][CH2:26][CH2:27][Si:28]([CH3:31])([CH3:30])[CH3:29])[CH:19]=[C:20]([C:22]#[N:23])[N:21]=3)=[O:16])=[C:10]([C:32]3[CH2:37][CH2:36][CH2:35][CH2:34][CH:33]=3)[CH:9]=2)=[CH:4][CH:3]=1.N1C=CC=CC=1.[CH3:44][S:45](Cl)(=[O:47])=[O:46]. The catalyst is C(Cl)Cl. The product is [C:32]1([C:10]2[CH:9]=[C:8]([C:5]3[CH:4]=[CH:3][C:2]([NH:1][S:45]([CH3:44])(=[O:47])=[O:46])=[CH:7][CH:6]=3)[CH:13]=[CH:12][C:11]=2[NH:14][C:15]([C:17]2[N:18]([CH2:24][O:25][CH2:26][CH2:27][Si:28]([CH3:30])([CH3:31])[CH3:29])[CH:19]=[C:20]([C:22]#[N:23])[N:21]=2)=[O:16])[CH2:37][CH2:36][CH2:35][CH2:34][CH:33]=1. The yield is 0.950. (4) The reactants are [CH3:1][O:2][C:3](=[O:30])[NH:4][C@H:5]([C:9]([N:11]1[CH2:15][C@@H:14]([S:16][CH3:17])[CH2:13][C@H:12]1[C:18]1[NH:19][CH:20]=[C:21]([C:23]2[CH:28]=[CH:27][C:26](Br)=[CH:25][CH:24]=2)[N:22]=1)=[O:10])[CH:6]([CH3:8])[CH3:7].[CH3:31][C:32]1([CH3:48])[C:36]([CH3:38])([CH3:37])[O:35][B:34]([B:34]2[O:35][C:36]([CH3:38])([CH3:37])[C:32]([CH3:48])([CH3:31])[O:33]2)[O:33]1.C([O-])(=O)C.[K+]. The catalyst is O1CCOCC1.ClCCl.[Pd](Cl)Cl.C1(P(C2C=CC=CC=2)[C-]2C=CC=C2)C=CC=CC=1.[C-]1(P(C2C=CC=CC=2)C2C=CC=CC=2)C=CC=C1.[Fe+2]. The product is [CH3:1][O:2][C:3](=[O:30])[NH:4][C@H:5]([C:9]([N:11]1[CH2:15][C@@H:14]([S:16][CH3:17])[CH2:13][C@H:12]1[C:18]1[NH:19][CH:20]=[C:21]([C:23]2[CH:28]=[CH:27][C:26]([B:34]3[O:35][C:36]([CH3:38])([CH3:37])[C:32]([CH3:48])([CH3:31])[O:33]3)=[CH:25][CH:24]=2)[N:22]=1)=[O:10])[CH:6]([CH3:8])[CH3:7]. The yield is 0.340. (5) The reactants are [C:1]1([N:11]=[C:12]=[S:13])[C:10]2[C:5](=[CH:6][CH:7]=[CH:8][CH:9]=2)[CH:4]=[CH:3][CH:2]=1.[N-:14]=[N+:15]=[N-:16].[Na+].Cl. The catalyst is C(O)C. The product is [C:1]1([N:11]2[C:12]([SH:13])=[N:16][N:15]=[N:14]2)[C:10]2[C:5](=[CH:6][CH:7]=[CH:8][CH:9]=2)[CH:4]=[CH:3][CH:2]=1. The yield is 0.850. (6) The reactants are C(N(C(C)C)CC)(C)C.[NH2:10][C:11]1[CH:26]=[CH:25][C:24]([Cl:27])=[CH:23][C:12]=1[C:13]([NH:15][CH2:16][CH:17]1[CH2:22][CH2:21][CH2:20][CH2:19][CH2:18]1)=[O:14].[O:28]1[C:32]2[C:33]([C:37](O)=[O:38])=[CH:34][CH:35]=[CH:36][C:31]=2[CH2:30][CH2:29]1.CN(C(ON1N=NC2C=CC=NC1=2)=[N+](C)C)C.F[P-](F)(F)(F)(F)F. No catalyst specified. The product is [Cl:27][C:24]1[CH:25]=[CH:26][C:11]([NH:10][C:37]([C:33]2[C:32]3[O:28][CH2:29][CH2:30][C:31]=3[CH:36]=[CH:35][CH:34]=2)=[O:38])=[C:12]([C:13]([NH:15][CH2:16][CH:17]2[CH2:22][CH2:21][CH2:20][CH2:19][CH2:18]2)=[O:14])[CH:23]=1. The yield is 0.0700.